Regression. Given two drug SMILES strings and cell line genomic features, predict the synergy score measuring deviation from expected non-interaction effect. From a dataset of NCI-60 drug combinations with 297,098 pairs across 59 cell lines. (1) Drug 1: CC1=C(C(CCC1)(C)C)C=CC(=CC=CC(=CC(=O)O)C)C. Drug 2: C1CN(CCN1C(=O)CCBr)C(=O)CCBr. Cell line: HL-60(TB). Synergy scores: CSS=71.8, Synergy_ZIP=-5.24, Synergy_Bliss=-4.48, Synergy_Loewe=-9.55, Synergy_HSA=-7.05. (2) Drug 1: CC1=C(C(=CC=C1)Cl)NC(=O)C2=CN=C(S2)NC3=CC(=NC(=N3)C)N4CCN(CC4)CCO. Drug 2: CCCCC(=O)OCC(=O)C1(CC(C2=C(C1)C(=C3C(=C2O)C(=O)C4=C(C3=O)C=CC=C4OC)O)OC5CC(C(C(O5)C)O)NC(=O)C(F)(F)F)O. Cell line: U251. Synergy scores: CSS=45.9, Synergy_ZIP=2.58, Synergy_Bliss=2.44, Synergy_Loewe=0.261, Synergy_HSA=0.0668. (3) Drug 1: C1CN1C2=NC(=NC(=N2)N3CC3)N4CC4. Drug 2: COC1=C(C=C2C(=C1)N=CN=C2NC3=CC(=C(C=C3)F)Cl)OCCCN4CCOCC4. Cell line: HCT116. Synergy scores: CSS=46.0, Synergy_ZIP=14.4, Synergy_Bliss=9.33, Synergy_Loewe=-12.4, Synergy_HSA=5.20. (4) Drug 1: C1CN1C2=NC(=NC(=N2)N3CC3)N4CC4. Drug 2: CCC1(C2=C(COC1=O)C(=O)N3CC4=CC5=C(C=CC(=C5CN(C)C)O)N=C4C3=C2)O.Cl. Cell line: OVCAR-5. Synergy scores: CSS=58.0, Synergy_ZIP=-5.12, Synergy_Bliss=-6.10, Synergy_Loewe=-3.47, Synergy_HSA=0.273. (5) Drug 1: CC12CCC3C(C1CCC2=O)CC(=C)C4=CC(=O)C=CC34C. Drug 2: CC1=C(C(=CC=C1)Cl)NC(=O)C2=CN=C(S2)NC3=CC(=NC(=N3)C)N4CCN(CC4)CCO. Cell line: SK-MEL-5. Synergy scores: CSS=13.1, Synergy_ZIP=6.27, Synergy_Bliss=2.15, Synergy_Loewe=-5.58, Synergy_HSA=-4.97. (6) Drug 1: CC1C(C(CC(O1)OC2CC(CC3=C2C(=C4C(=C3O)C(=O)C5=C(C4=O)C(=CC=C5)OC)O)(C(=O)CO)O)N)O.Cl. Drug 2: C(CN)CNCCSP(=O)(O)O. Cell line: MDA-MB-231. Synergy scores: CSS=-0.331, Synergy_ZIP=2.16, Synergy_Bliss=2.80, Synergy_Loewe=-1.50, Synergy_HSA=0.231. (7) Drug 1: CC12CCC(CC1=CCC3C2CCC4(C3CC=C4C5=CN=CC=C5)C)O. Drug 2: CCCCC(=O)OCC(=O)C1(CC(C2=C(C1)C(=C3C(=C2O)C(=O)C4=C(C3=O)C=CC=C4OC)O)OC5CC(C(C(O5)C)O)NC(=O)C(F)(F)F)O. Cell line: HT29. Synergy scores: CSS=10.2, Synergy_ZIP=-0.480, Synergy_Bliss=4.70, Synergy_Loewe=2.28, Synergy_HSA=2.52.